From a dataset of Full USPTO retrosynthesis dataset with 1.9M reactions from patents (1976-2016). Predict the reactants needed to synthesize the given product. (1) Given the product [C:27]1([CH:20]([C:21]2[CH:22]=[CH:23][CH:24]=[CH:25][CH:26]=2)[CH2:19][NH:18][C:16]2[C:15]3[C:10](=[CH:11][CH:12]=[CH:13][CH:14]=3)[N:9]=[C:8]([C:5]3[CH:4]=[CH:3][C:2]([NH:1][S:34]([CH3:33])(=[O:36])=[O:35])=[N:7][CH:6]=3)[N:17]=2)[CH:32]=[CH:31][CH:30]=[CH:29][CH:28]=1, predict the reactants needed to synthesize it. The reactants are: [NH2:1][C:2]1[N:7]=[CH:6][C:5]([C:8]2[N:17]=[C:16]([NH:18][CH2:19][CH:20]([C:27]3[CH:32]=[CH:31][CH:30]=[CH:29][CH:28]=3)[C:21]3[CH:26]=[CH:25][CH:24]=[CH:23][CH:22]=3)[C:15]3[C:10](=[CH:11][CH:12]=[CH:13][CH:14]=3)[N:9]=2)=[CH:4][CH:3]=1.[CH3:33][S:34](Cl)(=[O:36])=[O:35]. (2) Given the product [F:29][C:28]([F:31])([F:30])[C:26]([O-:32])=[O:27].[NH2:1][C:2]([C:4]1[C:12]2[C:8](=[C:9]([F:29])[N:10]([CH:13]3[CH2:17][CH2:16][NH2+:15][CH2:14]3)[N:11]=2)[CH:7]=[CH:6][CH:5]=1)=[O:3], predict the reactants needed to synthesize it. The reactants are: [NH2:1][C:2]([C:4]1[C:12]2[C:8](=[CH:9][N:10]([CH:13]3[CH2:17][CH2:16][N:15](C(OC(C)(C)C)=O)[CH2:14]3)[N:11]=2)[CH:7]=[C:6](F)[CH:5]=1)=[O:3].[C:26]([OH:32])([C:28]([F:31])([F:30])[F:29])=[O:27].C(Cl)Cl. (3) Given the product [O:88]=[C:83]1[CH:84]=[CH:85][C:86](=[O:87])[N:82]1[CH2:81][CH2:80][C:79]([NH:78][CH2:77][CH2:76][O:75][CH2:74][CH2:73][O:72][CH2:71][CH2:70][O:69][CH2:68][CH2:67][O:66][CH2:65][CH2:64][O:63][CH2:62][CH2:61][O:60][CH2:59][CH2:58][O:57][CH2:56][CH2:55][O:54][CH2:53][CH2:52][C:51]([NH:8][CH2:9][C:10]1[CH:11]=[C:12]([F:42])[C:13]([C:14]([NH:16][C@@H:17]([CH2:21][C:22]2[CH:23]=[CH:24][C:25]([C:28]3[C:29](=[O:38])[N:30]([CH3:37])[C:31](=[O:36])[N:32]([CH3:35])[C:33]=3[CH3:34])=[CH:26][CH:27]=2)[C:18]([OH:20])=[O:19])=[O:15])=[C:39]([F:41])[CH:40]=1)=[O:50])=[O:89], predict the reactants needed to synthesize it. The reactants are: OC(C(F)(F)F)=O.[NH2:8][CH2:9][C:10]1[CH:40]=[C:39]([F:41])[C:13]([C:14]([NH:16][C@@H:17]([CH2:21][C:22]2[CH:27]=[CH:26][C:25]([C:28]3[C:29](=[O:38])[N:30]([CH3:37])[C:31](=[O:36])[N:32]([CH3:35])[C:33]=3[CH3:34])=[CH:24][CH:23]=2)[C:18]([OH:20])=[O:19])=[O:15])=[C:12]([F:42])[CH:11]=1.O=C1CCC(=O)N1[O:50][C:51](=O)[CH2:52][CH2:53][O:54][CH2:55][CH2:56][O:57][CH2:58][CH2:59][O:60][CH2:61][CH2:62][O:63][CH2:64][CH2:65][O:66][CH2:67][CH2:68][O:69][CH2:70][CH2:71][O:72][CH2:73][CH2:74][O:75][CH2:76][CH2:77][NH:78][C:79](=[O:89])[CH2:80][CH2:81][N:82]1[C:86](=[O:87])[CH:85]=[CH:84][C:83]1=[O:88].CCN(C(C)C)C(C)C. (4) Given the product [NH:1]1[CH:5]=[CH:4][N:3]=[C:2]1[CH2:6][N:7]([CH2:8][C:9]1[CH:31]=[CH:30][C:12]([CH2:13][O:14][CH2:15][C:16]2[CH:17]=[CH:18][C:19]([CH2:20][N:21]([CH2:25][CH2:26][CH3:27])[CH2:22][CH2:23][CH3:24])=[CH:28][CH:29]=2)=[CH:11][CH:10]=1)[CH2:45][C:41]1[NH:40][CH:44]=[CH:43][N:42]=1, predict the reactants needed to synthesize it. The reactants are: [NH:1]1[CH:5]=[CH:4][N:3]=[C:2]1[CH2:6][NH:7][CH2:8][C:9]1[CH:31]=[CH:30][C:12]([CH2:13][O:14][CH2:15][C:16]2[CH:29]=[CH:28][C:19]([CH2:20][N:21]([CH2:25][CH2:26][CH3:27])[CH2:22][CH2:23][CH3:24])=[CH:18][CH:17]=2)=[CH:11][CH:10]=1.C([BH3-])#N.[Na+].C(O)(=O)C.[NH:40]1[CH:44]=[CH:43][N:42]=[C:41]1[CH:45]=O. (5) Given the product [N:2]([CH2:3][C:4]([CH3:10])([CH3:9])[C:5]([O:7][CH3:8])=[O:6])=[C:11]=[O:12], predict the reactants needed to synthesize it. The reactants are: Cl.[NH2:2][CH2:3][C:4]([CH3:10])([CH3:9])[C:5]([O:7][CH3:8])=[O:6].[C:11]([O-])(O)=[O:12].[Na+].ClC(Cl)(OC(=O)OC(Cl)(Cl)Cl)Cl. (6) Given the product [CH2:31]([O:30][C:27]1[CH:28]=[CH:29][C:24]([S:21]([C:6]2([C:4]([OH:5])=[O:3])[CH2:7][CH2:8][N:9]([CH2:12][C:13]3[CH:14]=[CH:15][C:16]([O:19][CH3:20])=[CH:17][CH:18]=3)[CH2:10][CH2:11]2)(=[O:22])=[O:23])=[CH:25][CH:26]=1)[CH2:32][CH2:33][CH3:34], predict the reactants needed to synthesize it. The reactants are: C([O:3][C:4]([C:6]1([S:21]([C:24]2[CH:29]=[CH:28][C:27]([O:30][CH2:31][CH2:32][CH2:33][CH3:34])=[CH:26][CH:25]=2)(=[O:23])=[O:22])[CH2:11][CH2:10][N:9]([CH2:12][C:13]2[CH:18]=[CH:17][C:16]([O:19][CH3:20])=[CH:15][CH:14]=2)[CH2:8][CH2:7]1)=[O:5])C.[OH-].[Na+].